Dataset: Forward reaction prediction with 1.9M reactions from USPTO patents (1976-2016). Task: Predict the product of the given reaction. (1) Given the reactants [Br:1][C:2]1[CH:3]=[CH:4][C:5]2[O:9][C:8]([CH:10]3[CH2:15][CH2:14][NH:13][CH2:12][CH2:11]3)=[N:7][C:6]=2[CH:16]=1.Cl[C:18]1[N:23]=[CH:22][C:21]([F:24])=[CH:20][N:19]=1.C(N(CC)C(C)C)(C)C.CCOC(C)=O.O, predict the reaction product. The product is: [Br:1][C:2]1[CH:3]=[CH:4][C:5]2[O:9][C:8]([CH:10]3[CH2:11][CH2:12][N:13]([C:18]4[N:23]=[CH:22][C:21]([F:24])=[CH:20][N:19]=4)[CH2:14][CH2:15]3)=[N:7][C:6]=2[CH:16]=1. (2) Given the reactants [C:1]([O:4][C@H:5]1[CH2:22][CH2:21][C@@:20]2([CH3:23])[C:7](=[CH:8][CH2:9][C@@H:10]3[C@@H:19]2[CH2:18][CH2:17][C@@:15]2([CH3:16])[C@H:11]3[CH2:12][C:13](C=O)=[C:14]2[N:24]2[C:28]3[CH:29]=[CH:30][CH:31]=[CH:32][C:27]=3[N:26]=[CH:25]2)[CH2:6]1)(=[O:3])[CH3:2], predict the reaction product. The product is: [C:1]([O:4][C@H:5]1[CH2:22][CH2:21][C@@:20]2([CH3:23])[C:7](=[CH:8][CH2:9][C@@H:10]3[C@@H:19]2[CH2:18][CH2:17][C@@:15]2([CH3:16])[C@H:11]3[CH2:12][CH:13]=[C:14]2[N:24]2[C:28]3[CH:29]=[CH:30][CH:31]=[CH:32][C:27]=3[N:26]=[CH:25]2)[CH2:6]1)(=[O:3])[CH3:2]. (3) Given the reactants C([O:3][C:4](=[O:40])[CH:5](Br)[CH:6]([C:8]1[CH:13]=[CH:12][C:11]([C:14]2[NH:15][C:16]3[N:17]([CH2:32][CH:33]4[CH2:38][CH2:37][CH2:36][CH2:35][CH2:34]4)[C:18](=[O:31])[N:19]([CH2:24][CH:25]4[CH2:30][CH2:29][CH2:28][CH2:27][CH2:26]4)[C:20](=[O:23])[C:21]=3[N:22]=2)=[CH:10][CH:9]=1)Br)C.CC(C)([O-])C.[K+].C, predict the reaction product. The product is: [CH:25]1([CH2:24][N:19]2[C:20](=[O:23])[C:21]3[N:22]=[C:14]([C:11]4[CH:10]=[CH:9][C:8]([C:6]#[C:5][C:4]([OH:40])=[O:3])=[CH:13][CH:12]=4)[NH:15][C:16]=3[N:17]([CH2:32][CH:33]3[CH2:38][CH2:37][CH2:36][CH2:35][CH2:34]3)[C:18]2=[O:31])[CH2:26][CH2:27][CH2:28][CH2:29][CH2:30]1. (4) Given the reactants [N+:1]([C:4]1[CH:5]=[C:6]([P:10](=[O:17])([O:14][CH2:15][CH3:16])[O:11][CH2:12][CH3:13])[CH:7]=[CH:8][CH:9]=1)([O-])=O.Cl[Sn]Cl, predict the reaction product. The product is: [NH2:1][C:4]1[CH:5]=[C:6]([P:10](=[O:17])([O:11][CH2:12][CH3:13])[O:14][CH2:15][CH3:16])[CH:7]=[CH:8][CH:9]=1. (5) Given the reactants [CH3:1][N:2]1[CH:6]=[C:5]([C:7]2[CH:8]=[N:9][C:10]([N:13]3[C:21]4[C:16](=[CH:17][CH:18]=[C:19]([C:22]([N:24]5[CH2:29][CH2:28][O:27][CH2:26][CH2:25]5)=[O:23])[CH:20]=4)[C:15]([S:30][CH3:31])=[CH:14]3)=[N:11][CH:12]=2)[CH:4]=[N:3]1.ClC1C=C(C=CC=1)C(OO)=[O:37].COC1C=CN=C(C2C=NC(N3C4C(=CC=C(C(N5CCOCC5)=O)C=4)C(S(C)=O)=C3)=NC=2)C=1, predict the reaction product. The product is: [CH3:1][N:2]1[CH:6]=[C:5]([C:7]2[CH:8]=[N:9][C:10]([N:13]3[C:21]4[C:16](=[CH:17][CH:18]=[C:19]([C:22]([N:24]5[CH2:25][CH2:26][O:27][CH2:28][CH2:29]5)=[O:23])[CH:20]=4)[C:15]([S:30]([CH3:31])=[O:37])=[CH:14]3)=[N:11][CH:12]=2)[CH:4]=[N:3]1. (6) Given the reactants Cl[C:2]1[N:7]=[C:6]([NH2:8])[CH:5]=[CH:4][N:3]=1.[CH3:9][N:10]1[CH:14]=[C:13]([NH2:15])[CH:12]=[N:11]1.FC(F)(F)C(O)=O.N.CO, predict the reaction product. The product is: [CH3:9][N:10]1[CH:14]=[C:13]([NH:15][C:2]2[N:7]=[C:6]([NH2:8])[CH:5]=[CH:4][N:3]=2)[CH:12]=[N:11]1. (7) Given the reactants C[C:2]1[NH:3][C:4]2[C:9]([C:10]=1[CH:11]=O)=[CH:8][CH:7]=[C:6]([C:13]([OH:15])=[O:14])[CH:5]=2.[NH:16]1[CH2:21][CH2:20][O:19][CH2:18][CH2:17]1.[BH-](OC(C)=O)(OC(C)=O)O[C:24](C)=O.[Na+], predict the reaction product. The product is: [CH3:24][O:15][C:13]([C:6]1[CH:5]=[C:4]2[C:9]([C:10]([CH2:11][N:16]3[CH2:21][CH2:20][O:19][CH2:18][CH2:17]3)=[CH:2][NH:3]2)=[CH:8][CH:7]=1)=[O:14].